This data is from Forward reaction prediction with 1.9M reactions from USPTO patents (1976-2016). The task is: Predict the product of the given reaction. (1) Given the reactants [CH3:1][C:2]1[O:6][C:5]([C:7]2[CH:12]=[CH:11][CH:10]=[CH:9][CH:8]=2)=[N:4][C:3]=1[CH2:13][O:14][C:15]1[CH:47]=[CH:46][C:18]2[C:19]([C:40]3[CH:45]=[CH:44][CH:43]=[CH:42][CH:41]=3)=[C:20]([CH2:22][O:23][C:24]3[C:28]([C:29](OCC)=[O:30])=[CH:27][N:26]([C:34]4[CH:39]=[CH:38][CH:37]=[CH:36][CH:35]=4)[N:25]=3)[O:21][C:17]=2[CH:16]=1.[H-].[Al+3].[Li+].[H-].[H-].[H-].O.O.O.O.O.O.O.O.O.O.S([O-])([O-])(=O)=O.[Na+].[Na+], predict the reaction product. The product is: [CH3:1][C:2]1[O:6][C:5]([C:7]2[CH:8]=[CH:9][CH:10]=[CH:11][CH:12]=2)=[N:4][C:3]=1[CH2:13][O:14][C:15]1[CH:47]=[CH:46][C:18]2[C:19]([C:40]3[CH:41]=[CH:42][CH:43]=[CH:44][CH:45]=3)=[C:20]([CH2:22][O:23][C:24]3[C:28]([CH2:29][OH:30])=[CH:27][N:26]([C:34]4[CH:35]=[CH:36][CH:37]=[CH:38][CH:39]=4)[N:25]=3)[O:21][C:17]=2[CH:16]=1. (2) The product is: [C:24]([O:28][C:29]([N:31]([C:44]1[CH:49]=[CH:48][C:47]([C:50]2[O:54][CH:53]=[N:52][C:51]=2[I:55])=[CH:46][CH:45]=1)[N:32]=[CH:33][C:34]1[CH:35]=[CH:36][C:37]([CH2:40][N:41]([CH3:43])[CH3:42])=[CH:38][CH:39]=1)=[O:30])([CH3:27])([CH3:25])[CH3:26]. Given the reactants C[Si](C)(C)[N-][Si](C)(C)C.[Li+].C1COCC1.CN1CCN(C)C1=O.[C:24]([O:28][C:29]([N:31]([C:44]1[CH:49]=[CH:48][C:47]([C:50]2[O:54][CH:53]=[N:52][CH:51]=2)=[CH:46][CH:45]=1)[N:32]=[CH:33][C:34]1[CH:39]=[CH:38][C:37]([CH2:40][N:41]([CH3:43])[CH3:42])=[CH:36][CH:35]=1)=[O:30])([CH3:27])([CH3:26])[CH3:25].[I:55]I.[Cl-].[NH4+], predict the reaction product.